From a dataset of Full USPTO retrosynthesis dataset with 1.9M reactions from patents (1976-2016). Predict the reactants needed to synthesize the given product. (1) Given the product [CH:11]([N:14]([C:18]([N:20]=[C:21]=[S:22])=[O:19])[CH:15]([CH3:17])[CH3:16])([CH3:12])[CH3:13].[Cl:23][C:24]1[CH:25]=[C:26]([NH:27][C:21]([NH:20][C:18]([N:14]([CH:15]([CH3:17])[CH3:16])[CH:11]([CH3:12])[CH3:13])=[O:19])=[S:22])[CH:28]=[CH:29][C:30]=1[O:31][C:32]1[C:41]2[C:36](=[CH:37][C:38]([O:44][CH3:45])=[C:39]([O:42][CH3:43])[CH:40]=2)[N:35]=[CH:34][CH:33]=1, predict the reactants needed to synthesize it. The reactants are: C(N(C(C)C)C(Cl)=O)(C)C.[CH:11]([N:14]([C:18]([N:20]=[C:21]=[S:22])=[O:19])[CH:15]([CH3:17])[CH3:16])([CH3:13])[CH3:12].[Cl:23][C:24]1[CH:25]=[C:26]([CH:28]=[CH:29][C:30]=1[O:31][C:32]1[C:41]2[C:36](=[CH:37][C:38]([O:44][CH3:45])=[C:39]([O:42][CH3:43])[CH:40]=2)[N:35]=[CH:34][CH:33]=1)[NH2:27].C1(C)C=CC=CC=1. (2) Given the product [C:15]([C:14]([NH:13][C:5](=[O:6])[C:4]1[CH:8]=[CH:9][C:10]([O:11][CH3:12])=[C:2]([F:1])[CH:3]=1)([CH3:30])[CH2:17][N:18]1[CH:26]=[C:25]2[C:20]([C:21]([Cl:29])=[C:22]([Cl:28])[CH:23]=[C:24]2[Cl:27])=[N:19]1)#[N:16], predict the reactants needed to synthesize it. The reactants are: [F:1][C:2]1[CH:3]=[C:4]([CH:8]=[CH:9][C:10]=1[O:11][CH3:12])[C:5](Cl)=[O:6].[NH2:13][C:14]([CH3:30])([CH2:17][N:18]1[CH:26]=[C:25]2[C:20]([C:21]([Cl:29])=[C:22]([Cl:28])[CH:23]=[C:24]2[Cl:27])=[N:19]1)[C:15]#[N:16]. (3) The reactants are: C1(OC)C(=CC=CC=1)OC.I[N:12]1[C:18]([CH3:20])([CH3:19])[C:16](=[O:17])[N:15]([CH3:21])[C:13]1=[O:14]. Given the product [CH3:21][N:15]1[C:16](=[O:17])[C:18]([CH3:20])([CH3:19])[NH:12][C:13]1=[O:14], predict the reactants needed to synthesize it. (4) The reactants are: [F:1][C:2]1[CH:7]=[CH:6][CH:5]=[CH:4][C:3]=1B(O)O.[C:11]1(=[O:16])[CH2:15][CH2:14][CH:13]=[CH:12]1.C(N(CC)CC)C. Given the product [F:1][C:2]1[CH:7]=[CH:6][CH:5]=[CH:4][C:3]=1[C@H:13]1[CH2:14][CH2:15][C:11](=[O:16])[CH2:12]1, predict the reactants needed to synthesize it.